This data is from Catalyst prediction with 721,799 reactions and 888 catalyst types from USPTO. The task is: Predict which catalyst facilitates the given reaction. (1) Reactant: [NH:1]1[CH:5]=[CH:4][N:3]=[CH:2]1.[H-].[Na+].[H][H].Br[CH2:11][CH2:12][CH2:13][CH2:14]Br. Product: [N:1]1([CH2:11][CH2:12][CH2:13][CH2:14][N:1]2[CH:5]=[CH:4][N:3]=[CH:2]2)[CH:5]=[CH:4][N:3]=[CH:2]1. The catalyst class is: 7. (2) Reactant: [N+:1]([C:4]1[CH:9]=[CH:8][C:7]([C:10]2[O:14][CH:13]=[N:12][CH:11]=2)=[CH:6][CH:5]=1)([O-])=O.[Sn].Cl. The catalyst class is: 8. Product: [O:14]1[C:10]([C:7]2[CH:6]=[CH:5][C:4]([NH2:1])=[CH:9][CH:8]=2)=[CH:11][N:12]=[CH:13]1.